Dataset: Reaction yield outcomes from USPTO patents with 853,638 reactions. Task: Predict the reaction yield, written as a fraction of the theoretical maximum amount of product (1.0 means a 100% yield; for example, 0.34 means a 34% yield). (1) The reactants are [CH2:1](Br)[C:2]([C:4]1[CH:9]=[CH:8][CH:7]=[CH:6][CH:5]=1)=[O:3].[CH:11]1[C:20]2[C:15](=[CH:16][CH:17]=[CH:18][CH:19]=2)[CH2:14][CH2:13][C:12]=1N1CCCC1.[OH2:26]. The catalyst is C1(C)C=CC=CC=1. The product is [O:3]=[C:2]([C:4]1[CH:9]=[CH:8][CH:7]=[CH:6][CH:5]=1)[CH2:1][CH:11]1[C:20]2[C:15](=[CH:16][CH:17]=[CH:18][CH:19]=2)[CH2:14][CH2:13][C:12]1=[O:26]. The yield is 0.700. (2) The reactants are Cl[S:2]([N:5]=[C:6]=[O:7])(=[O:4])=[O:3].[CH3:8][C:9]([OH:12])([CH3:11])[CH3:10].[CH3:13][O:14][C:15]1[CH:16]=[C:17]2[C:22](=[C:23]3[CH2:27][C:26]([CH3:29])([CH3:28])[O:25][C:24]=13)[C:21]([C:30]1[CH:31]=[C:32]([NH2:36])[CH:33]=[CH:34][CH:35]=1)=[N:20][C:19]([CH3:38])([CH3:37])[CH2:18]2.C(N(CC)CC)C. The catalyst is O1CCCC1. The product is [CH3:8][C:9]([O:12][C:6](=[O:7])[NH:5][S:2]([NH:36][C:32]1[CH:33]=[CH:34][CH:35]=[C:30]([C:21]2[C:22]3[C:17](=[CH:16][C:15]([O:14][CH3:13])=[C:24]4[O:25][C:26]([CH3:28])([CH3:29])[CH2:27][C:23]4=3)[CH2:18][C:19]([CH3:38])([CH3:37])[N:20]=2)[CH:31]=1)(=[O:4])=[O:3])([CH3:11])[CH3:10]. The yield is 0.670. (3) The reactants are [CH3:1][O:2][C:3]1[C:23]2[C:22]([CH3:25])([CH3:24])[N:10]3[CH2:11][CH2:12][C:13]4[C:18]([C:9]3=[CH:8][C:7]=2[CH:6]=[CH:5][C:4]=1[O:26][CH3:27])=[CH:17][C:16]1[O:19][CH2:20][O:21][C:15]=1[CH:14]=4.I[Cl:29]. The catalyst is ClCCl. The product is [Cl:29][C:6]1[C:7]2[CH:8]=[C:9]3[C:18]4[C:13](=[CH:14][C:15]5[O:21][CH2:20][O:19][C:16]=5[CH:17]=4)[CH2:12][CH2:11][N:10]3[C:22]([CH3:24])([CH3:25])[C:23]=2[C:3]([O:2][CH3:1])=[C:4]([O:26][CH3:27])[CH:5]=1. The yield is 0.0400. (4) The reactants are [N+:1]([C:4]1[CH:12]=[C:11]2[C:7]([CH:8]=[N:9][NH:10]2)=[CH:6][CH:5]=1)([O-:3])=[O:2].CS(O[CH2:18][CH2:19][CH2:20][O:21][CH3:22])(=O)=O.C([O-])([O-])=O.[K+].[K+].O. The catalyst is CC#N. The product is [CH3:22][O:21][CH2:20][CH2:19][CH2:18][N:10]1[C:11]2[C:7](=[CH:6][CH:5]=[C:4]([N+:1]([O-:3])=[O:2])[CH:12]=2)[CH:8]=[N:9]1. The yield is 0.460. (5) The reactants are [Cl:1][C:2]1[CH:18]=[CH:17][C:5]2[CH2:6][CH2:7][N:8]([C:11](=[O:16])[C:12]([F:15])([F:14])[F:13])[CH2:9][CH2:10][C:4]=2[C:3]=1OS(C(F)(F)F)(=O)=O.[NH2:27][CH2:28][C:29]1[CH:44]=[CH:43][C:32]([C:33]([NH:35][CH2:36][CH2:37][C:38]2[S:39][CH:40]=[CH:41][CH:42]=2)=[O:34])=[CH:31][CH:30]=1.C1C=CC(P(C2C(C3C(P(C4C=CC=CC=4)C4C=CC=CC=4)=CC=C4C=3C=CC=C4)=C3C(C=CC=C3)=CC=2)C2C=CC=CC=2)=CC=1.C(=O)([O-])[O-].[Cs+].[Cs+]. The catalyst is O1CCOCC1.C([O-])(=O)C.[Pd+2].C([O-])(=O)C.C1C=CC(/C=C/C(/C=C/C2C=CC=CC=2)=O)=CC=1.C1C=CC(/C=C/C(/C=C/C2C=CC=CC=2)=O)=CC=1.C1C=CC(/C=C/C(/C=C/C2C=CC=CC=2)=O)=CC=1.[Pd].[Pd]. The product is [Cl:1][C:2]1[CH:18]=[CH:17][C:5]2[CH2:6][CH2:7][N:8]([C:11](=[O:16])[C:12]([F:14])([F:13])[F:15])[CH2:9][CH2:10][C:4]=2[C:3]=1[NH:27][CH2:28][C:29]1[CH:44]=[CH:43][C:32]([C:33](=[O:34])[NH:35][CH2:36][CH2:37][C:38]2[S:39][CH:40]=[CH:41][CH:42]=2)=[CH:31][CH:30]=1. The yield is 0.910. (6) The reactants are [C:1]([O-:4])([O-])=O.[K+].[K+].IC.[CH3:9][O:10][C:11]1[CH:30]=[CH:29][C:14]2[CH2:15][CH:16]3[CH:21]([C:22]4([C:26](=[O:27])[NH:25][C:24](=O)[NH:23]4)[C:13]=2[CH:12]=1)[CH2:20][O:19][CH2:18][CH2:17]3.CN(C)C=O. No catalyst specified. The product is [CH3:9][O:10][C:11]1[CH:30]=[CH:29][C:14]2[CH2:15][C@@H:16]3[C@@H:21]([C:22]4([C:26](=[O:27])[N:25]([CH3:24])[C:1](=[O:4])[NH:23]4)[C:13]=2[CH:12]=1)[CH2:20][O:19][CH2:18][CH2:17]3. The yield is 0.470. (7) The reactants are [Br:1][C:2]1[CH:7]=[CH:6][C:5]([OH:8])=[CH:4][CH:3]=1.[Si:9]([O:26][CH2:27][C@@H:28]([CH3:31])[CH2:29]O)([C:22]([CH3:25])([CH3:24])[CH3:23])([C:16]1[CH:21]=[CH:20][CH:19]=[CH:18][CH:17]=1)[C:10]1[CH:15]=[CH:14][CH:13]=[CH:12][CH:11]=1.O. The catalyst is C1(C)C=CC=CC=1.CCN(C(C)C)C(C)C. The product is [Br:1][C:2]1[CH:7]=[CH:6][C:5]([O:8][CH2:29][C@H:28]([CH3:31])[CH2:27][O:26][Si:9]([C:22]([CH3:23])([CH3:25])[CH3:24])([C:16]2[CH:21]=[CH:20][CH:19]=[CH:18][CH:17]=2)[C:10]2[CH:15]=[CH:14][CH:13]=[CH:12][CH:11]=2)=[CH:4][CH:3]=1. The yield is 0.990. (8) The reactants are C(C1C=C(NC2N=C(NC3C=CC=C(C(O)=O)C=3)C(F)=CN=2)C=CC=1)(O)=O.C[O:29][C:30]([C:32]1[CH:37]=[CH:36][C:35]([NH:38][C:39]2[N:44]=[C:43]([NH:45][C:46]3[CH:51]=[CH:50][C:49]([C:52]([O:54]C)=[O:53])=[CH:48][CH:47]=3)[C:42]([F:56])=[CH:41][N:40]=2)=[CH:34][CH:33]=1)=[O:31].[OH-].[Na+]. No catalyst specified. The product is [C:30]([C:32]1[CH:37]=[CH:36][C:35]([NH:38][C:39]2[N:44]=[C:43]([NH:45][C:46]3[CH:51]=[CH:50][C:49]([C:52]([OH:54])=[O:53])=[CH:48][CH:47]=3)[C:42]([F:56])=[CH:41][N:40]=2)=[CH:34][CH:33]=1)([OH:31])=[O:29]. The yield is 0.590. (9) The reactants are [CH:1]1([N:5]2[CH:9]=[C:8]([N+:10]([O-])=O)[N:7]=[CH:6]2)[CH2:4][CH2:3][CH2:2]1.C(OCC)(=O)C.CCN(CC)CC.[N:26]1[C:35]2[C:30](=[CH:31][C:32]([CH2:36][C:37](O)=[O:38])=[CH:33][CH:34]=2)[CH:29]=[CH:28][CH:27]=1. The catalyst is C(Cl)Cl.[Pd]. The product is [CH:1]1([N:5]2[CH:9]=[C:8]([NH:10][C:37](=[O:38])[CH2:36][C:32]3[CH:31]=[C:30]4[C:35](=[CH:34][CH:33]=3)[N:26]=[CH:27][CH:28]=[CH:29]4)[N:7]=[CH:6]2)[CH2:4][CH2:3][CH2:2]1. The yield is 0.470. (10) The reactants are Br[C:2]1[CH:3]=[C:4]([NH:10][C:11](=[O:19])[C:12]2[CH:17]=[CH:16][C:15]([OH:18])=[CH:14][CH:13]=2)[C:5]([O:8][CH3:9])=[N:6][CH:7]=1.[B:20]1([B:20]2[O:24][C:23]([CH3:26])([CH3:25])[C:22]([CH3:28])([CH3:27])[O:21]2)[O:24][C:23]([CH3:26])([CH3:25])[C:22]([CH3:28])([CH3:27])[O:21]1.C([O-])(=O)C.[K+]. The catalyst is O1CCOCC1.C(OCC)(=O)C.C1(P(C2C=CC=CC=2)[C-]2C=CC=C2)C=CC=CC=1.[C-]1(P(C2C=CC=CC=2)C2C=CC=CC=2)C=CC=C1.[Fe+2]. The product is [OH:18][C:15]1[CH:16]=[CH:17][C:12]([C:11]([NH:10][C:4]2[C:5]([O:8][CH3:9])=[N:6][CH:7]=[C:2]([B:20]3[O:24][C:23]([CH3:26])([CH3:25])[C:22]([CH3:28])([CH3:27])[O:21]3)[CH:3]=2)=[O:19])=[CH:13][CH:14]=1. The yield is 1.00.